Task: Regression. Given two drug SMILES strings and cell line genomic features, predict the synergy score measuring deviation from expected non-interaction effect.. Dataset: NCI-60 drug combinations with 297,098 pairs across 59 cell lines (1) Drug 1: C1=NC(=NC(=O)N1C2C(C(C(O2)CO)O)O)N. Drug 2: C1C(C(OC1N2C=NC(=NC2=O)N)CO)O. Cell line: M14. Synergy scores: CSS=32.1, Synergy_ZIP=-11.0, Synergy_Bliss=-3.85, Synergy_Loewe=-4.82, Synergy_HSA=-2.87. (2) Drug 1: CS(=O)(=O)CCNCC1=CC=C(O1)C2=CC3=C(C=C2)N=CN=C3NC4=CC(=C(C=C4)OCC5=CC(=CC=C5)F)Cl. Drug 2: C#CCC(CC1=CN=C2C(=N1)C(=NC(=N2)N)N)C3=CC=C(C=C3)C(=O)NC(CCC(=O)O)C(=O)O. Cell line: SK-MEL-28. Synergy scores: CSS=48.1, Synergy_ZIP=3.25, Synergy_Bliss=1.59, Synergy_Loewe=-16.3, Synergy_HSA=0.0765. (3) Drug 1: CN1CCC(CC1)COC2=C(C=C3C(=C2)N=CN=C3NC4=C(C=C(C=C4)Br)F)OC. Drug 2: COC1=NC(=NC2=C1N=CN2C3C(C(C(O3)CO)O)O)N. Cell line: LOX IMVI. Synergy scores: CSS=2.96, Synergy_ZIP=-1.76, Synergy_Bliss=-3.32, Synergy_Loewe=-26.9, Synergy_HSA=-4.65. (4) Drug 1: CCCS(=O)(=O)NC1=C(C(=C(C=C1)F)C(=O)C2=CNC3=C2C=C(C=N3)C4=CC=C(C=C4)Cl)F. Drug 2: CN(CCCl)CCCl.Cl. Cell line: MCF7. Synergy scores: CSS=24.7, Synergy_ZIP=-4.73, Synergy_Bliss=1.36, Synergy_Loewe=-38.0, Synergy_HSA=-0.234. (5) Drug 1: CN(CC1=CN=C2C(=N1)C(=NC(=N2)N)N)C3=CC=C(C=C3)C(=O)NC(CCC(=O)O)C(=O)O. Synergy scores: CSS=42.7, Synergy_ZIP=1.03, Synergy_Bliss=3.12, Synergy_Loewe=-53.0, Synergy_HSA=2.87. Drug 2: COC1=C2C(=CC3=C1OC=C3)C=CC(=O)O2. Cell line: SK-MEL-5.